Task: Predict which catalyst facilitates the given reaction.. Dataset: Catalyst prediction with 721,799 reactions and 888 catalyst types from USPTO (1) Reactant: [NH2:1][CH2:2][CH:3]1[CH2:6][N:5]([S:7]([C:10]2[C:18]3[C:13](=[N:14][CH:15]=[CH:16][CH:17]=3)[S:12][C:11]=2[NH:19][C:20]2[CH:25]=[CH:24][C:23]([I:26])=[CH:22][C:21]=2[F:27])(=[O:9])=[O:8])[CH2:4]1.C(N(CC)C(C)C)(C)C.[C:37]([O:41][CH2:42][CH3:43])(=[O:40])[CH:38]=[CH2:39].CCOC(C)=O. Product: [F:27][C:21]1[CH:22]=[C:23]([I:26])[CH:24]=[CH:25][C:20]=1[NH:19][C:11]1[S:12][C:13]2=[N:14][CH:15]=[CH:16][CH:17]=[C:18]2[C:10]=1[S:7]([N:5]1[CH2:6][CH:3]([CH2:2][NH:1][CH2:39][CH2:38][C:37]([O:41][CH2:42][CH3:43])=[O:40])[CH2:4]1)(=[O:8])=[O:9]. The catalyst class is: 3. (2) Reactant: [Br:1][C:2]1[CH:3]=[C:4]2[C:9](=[CH:10][CH:11]=1)[O:8][C:7](=O)[CH2:6][C:5]2([CH3:14])[CH3:13].[C:15]1(C)C=CC=CC=1.[OH-].[Na+]. Product: [Br:1][C:2]1[CH:3]=[C:4]2[C:9](=[CH:10][CH:11]=1)[O:8][C:7](=[CH2:15])[CH2:6][C:5]2([CH3:14])[CH3:13]. The catalyst class is: 7. (3) Reactant: [CH2:1]([O:8][CH2:9][C@H:10]([NH2:27])[C:11]1[N:15]([C:16]2[CH:21]=[CH:20][CH:19]=[CH:18][CH:17]=2)[C:14]2[CH:22]=[C:23]([F:26])[CH:24]=[CH:25][C:13]=2[N:12]=1)[C:2]1[CH:7]=[CH:6][CH:5]=[CH:4][CH:3]=1.Cl[C:29]1[N:37]=[CH:36][N:35]=[C:34]2[C:30]=1[N:31]=[CH:32][N:33]2C1CCCCO1.CCN(C(C)C)C(C)C. Product: [CH2:1]([O:8][CH2:9][C@H:10]([NH:27][C:29]1[N:37]=[CH:36][N:35]=[C:34]2[C:30]=1[NH:31][CH:32]=[N:33]2)[C:11]1[N:15]([C:16]2[CH:21]=[CH:20][CH:19]=[CH:18][CH:17]=2)[C:14]2[CH:22]=[C:23]([F:26])[CH:24]=[CH:25][C:13]=2[N:12]=1)[C:2]1[CH:3]=[CH:4][CH:5]=[CH:6][CH:7]=1. The catalyst class is: 51. (4) Reactant: [C:1]1([S:7]([N:10]2[C:14]3=[N:15][CH:16]=[CH:17][CH:18]=[C:13]3[CH:12]=[CH:11]2)(=[O:9])=[O:8])[CH:6]=[CH:5][CH:4]=[CH:3][CH:2]=1.C([N-]C(C)C)(C)C.[Li+].[CH3:27][CH:28]([CH3:32])[CH2:29][CH:30]=[O:31]. Product: [C:1]1([S:7]([N:10]2[C:14]3=[N:15][CH:16]=[CH:17][CH:18]=[C:13]3[CH:12]=[C:11]2[CH:30]([OH:31])[CH2:29][CH:28]([CH3:32])[CH3:27])(=[O:9])=[O:8])[CH:2]=[CH:3][CH:4]=[CH:5][CH:6]=1. The catalyst class is: 7. (5) Reactant: Br[C:2]1[CH:11]=[CH:10][C:9]([O:12][CH:13]2[CH2:18][CH2:17][N:16]([C:19]([O:21][C:22]([CH3:25])([CH3:24])[CH3:23])=[O:20])[CH2:15][CH2:14]2)=[C:8]2[C:3]=1[CH:4]=[N:5][C:6]([NH:26][C:27]1[CH:32]=[CH:31][C:30]([N:33]3[CH2:38][CH2:37][O:36][CH2:35][CH2:34]3)=[C:29]([Cl:39])[CH:28]=1)=[N:7]2.[C:40](=O)([O-])[O-].[Na+].[Na+].CB1OB(C)OB(C)O1.C(Cl)Cl. Product: [Cl:39][C:29]1[CH:28]=[C:27]([NH:26][C:6]2[N:5]=[CH:4][C:3]3[C:8](=[C:9]([O:12][CH:13]4[CH2:14][CH2:15][N:16]([C:19]([O:21][C:22]([CH3:25])([CH3:24])[CH3:23])=[O:20])[CH2:17][CH2:18]4)[CH:10]=[CH:11][C:2]=3[CH3:40])[N:7]=2)[CH:32]=[CH:31][C:30]=1[N:33]1[CH2:38][CH2:37][O:36][CH2:35][CH2:34]1. The catalyst class is: 3. (6) Reactant: Cl[C:2]1[N:7]=[C:6]([N:8]([CH3:23])[CH:9]2[CH2:14][CH2:13][N:12]([C:15]3[CH:22]=[CH:21][C:18]([C:19]#[N:20])=[CH:17][N:16]=3)[CH2:11][CH2:10]2)[C:5]([CH3:24])=[CH:4][N:3]=1.CCN(C(C)C)C(C)C.Cl.[CH3:35][N:36]1[CH:40]=[C:39]([NH2:41])[CH:38]=[N:37]1. Product: [CH3:23][N:8]([C:6]1[C:5]([CH3:24])=[CH:4][N:3]=[C:2]([NH:41][C:39]2[CH:38]=[N:37][N:36]([CH3:35])[CH:40]=2)[N:7]=1)[CH:9]1[CH2:14][CH2:13][N:12]([C:15]2[CH:22]=[CH:21][C:18]([C:19]#[N:20])=[CH:17][N:16]=2)[CH2:11][CH2:10]1. The catalyst class is: 114.